Dataset: Full USPTO retrosynthesis dataset with 1.9M reactions from patents (1976-2016). Task: Predict the reactants needed to synthesize the given product. (1) Given the product [F:1][C:2]1[CH:10]=[C:9]([C:11]2[N:16]=[C:15]3[N:17]([C:20]([C:23]4[CH:24]=[C:25]5[C:30](=[CH:31][CH:32]=4)[N:29]=[CH:28][CH:27]=[CH:26]5)([CH3:21])[CH3:22])[N:18]=[N:19][C:14]3=[CH:13][CH:12]=2)[CH:8]=[CH:7][C:3]=1[C:4]([NH:36][CH2:33][CH2:34][CH3:35])=[O:6], predict the reactants needed to synthesize it. The reactants are: [F:1][C:2]1[CH:10]=[C:9]([C:11]2[N:16]=[C:15]3[N:17]([C:20]([C:23]4[CH:24]=[C:25]5[C:30](=[CH:31][CH:32]=4)[N:29]=[CH:28][CH:27]=[CH:26]5)([CH3:22])[CH3:21])[N:18]=[N:19][C:14]3=[CH:13][CH:12]=2)[CH:8]=[CH:7][C:3]=1[C:4]([OH:6])=O.[CH2:33]([NH2:36])[CH2:34][CH3:35]. (2) Given the product [N:1]1([C:10]2[S:14][C:13]([C:15]([NH2:28])=[O:17])=[C:12]([O:19][CH2:20][C:21]3[CH:26]=[CH:25][CH:24]=[C:23]([Cl:27])[CH:22]=3)[CH:11]=2)[C:5]2[CH:6]=[CH:7][CH:8]=[CH:9][C:4]=2[N:3]=[CH:2]1, predict the reactants needed to synthesize it. The reactants are: [N:1]1([C:10]2[S:14][C:13]([C:15]([O:17]C)=O)=[C:12]([O:19][CH2:20][C:21]3[CH:26]=[CH:25][CH:24]=[C:23]([Cl:27])[CH:22]=3)[CH:11]=2)[C:5]2[CH:6]=[CH:7][CH:8]=[CH:9][C:4]=2[N:3]=[CH:2]1.[NH3:28]. (3) Given the product [N:12]1([C:11]2[C:6]3[C:5]([C:18]4[N:23]=[C:22]([C:24]#[N:25])[CH:21]=[CH:20][CH:19]=4)=[CH:4][NH:3][C:7]=3[N:8]=[CH:9][N:10]=2)[CH2:17][CH2:16][O:15][CH2:14][CH2:13]1, predict the reactants needed to synthesize it. The reactants are: OC[N:3]1[C:7]2[N:8]=[CH:9][N:10]=[C:11]([N:12]3[CH2:17][CH2:16][O:15][CH2:14][CH2:13]3)[C:6]=2[C:5]([C:18]2[N:23]=[C:22]([C:24]#[N:25])[CH:21]=[CH:20][CH:19]=2)=[CH:4]1.C(=O)([O-])[O-].[K+].[K+].